Task: Binary Classification. Given a T-cell receptor sequence (or CDR3 region) and an epitope sequence, predict whether binding occurs between them.. Dataset: TCR-epitope binding with 47,182 pairs between 192 epitopes and 23,139 TCRs The epitope is DATYQRTRALVR. The TCR CDR3 sequence is CASSQFLGGSFYEQYF. Result: 0 (the TCR does not bind to the epitope).